From a dataset of Full USPTO retrosynthesis dataset with 1.9M reactions from patents (1976-2016). Predict the reactants needed to synthesize the given product. (1) The reactants are: [O:1]=[C:2]1[C:10](=[O:11])[C:9]2[N:8]([CH2:12][CH2:13][P:14](=[O:17])([OH:16])[OH:15])[CH2:7][CH2:6][CH2:5][NH:4][C:3]1=2.C(N(CC)[CH:22]([CH3:24])[CH3:23])(C)C.Cl[CH:28]([O:30][C:31](=[O:38])[C:32]1[CH:37]=[CH:36][CH:35]=[CH:34][CH:33]=1)[CH3:29]. Given the product [C:31]([O:30][CH:28]([O:17][P:14]([CH2:13][CH2:12][N:8]1[CH2:7][CH2:6][CH2:5][NH:4][C:3]2[C:2](=[O:1])[C:10](=[O:11])[C:9]1=2)(=[O:15])[O:16][CH:28]([O:30][C:31](=[O:38])[C:23]1[CH:22]=[CH:24][CH:37]=[CH:32][CH:33]=1)[CH3:29])[CH3:29])(=[O:38])[C:32]1[CH:37]=[CH:36][CH:35]=[CH:34][CH:33]=1, predict the reactants needed to synthesize it. (2) Given the product [NH2:8][C@H:9]([CH2:15][C:16]1[CH:21]=[C:20]([F:22])[C:19]([F:23])=[CH:18][C:17]=1[F:24])[CH2:10][C:11]([OH:13])=[O:12], predict the reactants needed to synthesize it. The reactants are: C([N:8](CC1C=CC=CC=1)[C@H:9]([C:15](=O)[C:16]1[CH:21]=[C:20]([F:22])[C:19]([F:23])=[CH:18][C:17]=1[F:24])[CH2:10][C:11]([O:13]C)=[O:12])C1C=CC=CC=1.[H][H].